Dataset: Full USPTO retrosynthesis dataset with 1.9M reactions from patents (1976-2016). Task: Predict the reactants needed to synthesize the given product. (1) Given the product [CH2:1]([O:3][C:4](=[O:14])[CH2:5][C:6]1[CH:11]=[C:10]([O:12][C:19]2[CH:18]=[CH:17][C:16]([Br:15])=[CH:23][C:20]=2[CH:21]=[O:22])[CH:9]=[CH:8][C:7]=1[Cl:13])[CH3:2], predict the reactants needed to synthesize it. The reactants are: [CH2:1]([O:3][C:4](=[O:14])[CH2:5][C:6]1[CH:11]=[C:10]([OH:12])[CH:9]=[CH:8][C:7]=1[Cl:13])[CH3:2].[Br:15][C:16]1[CH:17]=[CH:18][C:19](F)=[C:20]([CH:23]=1)[CH:21]=[O:22].C(=O)([O-])[O-].[K+].[K+]. (2) Given the product [CH3:1][CH:2]([CH3:22])[CH2:3][O:4][C:5](=[O:21])[NH:6][C:7]1[CH:12]=[CH:11][C:10]([CH:13]2[CH2:18][CH2:17][S:16][CH2:15][CH2:14]2)=[C:9]([F:20])[CH:8]=1, predict the reactants needed to synthesize it. The reactants are: [CH3:1][CH:2]([CH3:22])[CH2:3][O:4][C:5](=[O:21])[NH:6][C:7]1[CH:12]=[CH:11][C:10]([C:13]2(O)[CH2:18][CH2:17][S:16][CH2:15][CH2:14]2)=[C:9]([F:20])[CH:8]=1.FC(F)(F)C(O)=O.C([SiH](CC)CC)C. (3) Given the product [CH3:18][O:19][C:8](=[O:10])[CH2:7][O:6][CH2:5][CH2:4][O:3][CH2:2][C:1]([O:12][CH3:13])=[O:11], predict the reactants needed to synthesize it. The reactants are: [C:1]([OH:12])(=[O:11])[CH2:2][O:3][CH2:4][CH2:5][O:6][CH2:7][C:8]([OH:10])=O.[C:13](=O)(O)[O-].[Na+].[CH3:18][OH:19]. (4) Given the product [Cl:1][C:2]1[CH:3]=[C:4]2[C:8](=[CH:9][CH:10]=1)[NH:7][C:6]([CH:11]([CH2:15][CH:16]=[CH2:17])[C:12]([NH:22][C:21]1[CH:23]=[CH:24][C:25]([C:26]([N:28]3[CH2:29][CH2:30][CH2:31][CH2:32]3)=[O:27])=[C:19]([CH3:18])[CH:20]=1)=[O:14])=[CH:5]2, predict the reactants needed to synthesize it. The reactants are: [Cl:1][C:2]1[CH:3]=[C:4]2[C:8](=[CH:9][CH:10]=1)[NH:7][C:6]([CH:11]([CH2:15][CH:16]=[CH2:17])[C:12]([OH:14])=O)=[CH:5]2.[CH3:18][C:19]1[CH:20]=[C:21]([CH:23]=[CH:24][C:25]=1[C:26]([N:28]1[CH2:32][CH2:31][CH2:30][CH2:29]1)=[O:27])[NH2:22].CN(C(ON1N=NC2C=CC=CC1=2)=[N+](C)C)C.[B-](F)(F)(F)F.C(N(C(C)C)CC)(C)C. (5) Given the product [NH2:31][C:11]1[S:10][C:9]([C:3]2[C:2]([F:1])=[CH:7][CH:6]=[CH:5][C:4]=2[F:8])=[N:13][C:12]=1[C:14]([NH:15][C:16]1[CH:17]=[N:18][N:19]([CH3:29])[C:20]=1[N:21]1[CH2:26][CH2:25][CH2:24][C:23]([F:27])([F:28])[CH2:22]1)=[O:30], predict the reactants needed to synthesize it. The reactants are: [F:1][C:2]1[CH:7]=[CH:6][CH:5]=[C:4]([F:8])[C:3]=1[C:9]1[S:10][C:11]([NH:31]C(=O)OC(C)(C)C)=[C:12]([C:14](=[O:30])[NH:15][C:16]2[CH:17]=[N:18][N:19]([CH3:29])[C:20]=2[N:21]2[CH2:26][CH2:25][CH2:24][C:23]([F:28])([F:27])[CH2:22]2)[N:13]=1.Cl. (6) The reactants are: [NH2:1][C:2]([CH3:16])([CH3:15])[CH2:3][CH2:4][S:5](OC1C=CC=CC=1)(=[O:7])=[O:6].[OH-].[K+].O.Cl. Given the product [CH3:15][C:2]1([CH3:16])[CH2:3][CH2:4][S:5](=[O:7])(=[O:6])[NH:1]1, predict the reactants needed to synthesize it. (7) Given the product [CH3:28][O:29][C:17](=[O:18])[C:16]1[C:15]([Cl:14])=[CH:23][C:22]([C:24]([O:26][CH3:1])=[O:25])=[CH:21][C:20]=1[Cl:27], predict the reactants needed to synthesize it. The reactants are: [CH3:1]CCCCC.C[Si](C=[N+]=[N-])(C)C.[Cl:14][C:15]1[CH:23]=[C:22]([C:24]([OH:26])=[O:25])[CH:21]=[C:20]([Cl:27])[C:16]=1[C:17](O)=[O:18].[CH3:28][OH:29].